Dataset: Peptide-MHC class II binding affinity with 134,281 pairs from IEDB. Task: Regression. Given a peptide amino acid sequence and an MHC pseudo amino acid sequence, predict their binding affinity value. This is MHC class II binding data. (1) The peptide sequence is ESTGGAYDTYKSIPS. The MHC is DRB3_0101 with pseudo-sequence DRB3_0101. The binding affinity (normalized) is 0.423. (2) The peptide sequence is LSADQISTVQASFDKVK. The MHC is DRB5_0101 with pseudo-sequence DRB5_0101. The binding affinity (normalized) is 0.661. (3) The peptide sequence is FKPFAEYKSDYVYEP. The MHC is DRB1_0405 with pseudo-sequence DRB1_0405. The binding affinity (normalized) is 0.263.